Dataset: Reaction yield outcomes from USPTO patents with 853,638 reactions. Task: Predict the reaction yield, written as a fraction of the theoretical maximum amount of product (1.0 means a 100% yield; for example, 0.34 means a 34% yield). (1) The reactants are [ClH:1].[CH3:2][O:3][C:4]1[C:5]([O:16][CH2:17][CH2:18][CH2:19][N:20]2[CH2:24][CH2:23][CH2:22][CH2:21]2)=[CH:6][C:7]([N+:13]([O-])=O)=[C:8]([CH:12]=1)[C:9]([NH2:11])=[O:10]. The catalyst is CO.[Fe]. The product is [ClH:1].[NH2:13][C:7]1[CH:6]=[C:5]([O:16][CH2:17][CH2:18][CH2:19][N:20]2[CH2:24][CH2:23][CH2:22][CH2:21]2)[C:4]([O:3][CH3:2])=[CH:12][C:8]=1[C:9]([NH2:11])=[O:10]. The yield is 0.850. (2) The reactants are [Cl:1][C:2]1[CH:7]=[CH:6][C:5]([OH:8])=[CH:4][C:3]=1[F:9].[N+:10]([O-])([OH:12])=[O:11]. The catalyst is ClCCCl.[Br-].C([N+](CCCC)(CCCC)CCCC)CCC.O. The product is [Cl:1][C:2]1[C:3]([F:9])=[CH:4][C:5]([OH:8])=[C:6]([N+:10]([O-:12])=[O:11])[CH:7]=1. The yield is 0.740. (3) The reactants are [F:1][C:2]1[CH:7]=[CH:6][CH:5]=[CH:4][C:3]=1[C:8]1[NH:16][C:15]2[CH:14]=[N:13][CH:12]=[N:11][C:10]=2[C:9]=1I.[C:18]([Cu])#[N:19]. The catalyst is CN(C=O)C. The product is [F:1][C:2]1[CH:7]=[CH:6][CH:5]=[CH:4][C:3]=1[C:8]1[NH:16][C:15]2[CH:14]=[N:13][CH:12]=[N:11][C:10]=2[C:9]=1[C:18]#[N:19]. The yield is 0.170. (4) The reactants are [NH2:1][C@H:2]([CH2:37][OH:38])[CH2:3][CH2:4][C:5]1[C:10]([F:11])=[CH:9][CH:8]=[CH:7][C:6]=1[NH:12][C:13](=[O:36])[CH:14]([O:28][CH2:29][C:30]1[CH:35]=[CH:34][CH:33]=[CH:32][CH:31]=1)[CH:15]([C:22]1[CH:27]=[CH:26][CH:25]=[CH:24][CH:23]=1)[C:16]1[CH:21]=[CH:20][CH:19]=[CH:18][CH:17]=1.[C:39]1([S:45](Cl)(=[O:47])=[O:46])[CH:44]=[CH:43][CH:42]=[CH:41][CH:40]=1. The catalyst is CN(C=O)C. The product is [CH2:29]([O:28][CH:14]([CH:15]([C:22]1[CH:23]=[CH:24][CH:25]=[CH:26][CH:27]=1)[C:16]1[CH:21]=[CH:20][CH:19]=[CH:18][CH:17]=1)[C:13]([NH:12][C:6]1[CH:7]=[CH:8][CH:9]=[C:10]([F:11])[C:5]=1[CH2:4][CH2:3][C@H:2]([NH:1][S:45]([C:39]1[CH:44]=[CH:43][CH:42]=[CH:41][CH:40]=1)(=[O:47])=[O:46])[CH2:37][OH:38])=[O:36])[C:30]1[CH:31]=[CH:32][CH:33]=[CH:34][CH:35]=1. The yield is 1.00. (5) The reactants are [F-].C([N+](CCCC)(CCCC)CCCC)CCC.[Cl:19][C:20]1[CH:21]=[CH:22][C:23]([CH:43]=[O:44])=[C:24]2[C:28]=1[N:27]=[C:26]1[N:29]([C:33]3[C:34]([CH3:42])=[N:35][C:36]([O:40][CH3:41])=[N:37][C:38]=3[CH3:39])[CH2:30][CH2:31][CH2:32][N:25]21.C[Si](C)(C)[C:47]([F:50])([F:49])[F:48].Cl.C(=O)([O-])O.[Na+]. The catalyst is O1CCCC1. The product is [Cl:19][C:20]1[C:28]2[N:27]=[C:26]3[N:29]([C:33]4[C:34]([CH3:42])=[N:35][C:36]([O:40][CH3:41])=[N:37][C:38]=4[CH3:39])[CH2:30][CH2:31][CH2:32][N:25]3[C:24]=2[C:23]([CH:43]([OH:44])[C:47]([F:50])([F:49])[F:48])=[CH:22][CH:21]=1. The yield is 0.810.